From a dataset of Forward reaction prediction with 1.9M reactions from USPTO patents (1976-2016). Predict the product of the given reaction. (1) Given the reactants [Br:1][C:2]1[CH:9]=[CH:8][C:7]([Cl:10])=[CH:6][C:3]=1[C:4]#[N:5].[CH3:11]C[Mg+].[Br-].CO.[BH4-].[Na+], predict the reaction product. The product is: [Br:1][C:2]1[CH:9]=[CH:8][C:7]([Cl:10])=[CH:6][C:3]=1[CH:4]([NH2:5])[CH3:11]. (2) The product is: [NH:1]([Cl:79])[C@H:2]([C:8]([NH:10][C@H:11]([C:29]([N:31]1[CH2:70][CH2:69][CH2:68][C@H:32]1[C:33]([NH:35][C@H:36]([C:38]([NH:40][C@H:41]([C:58]([O:60][CH2:61][C:62]1[CH:67]=[CH:66][CH:65]=[CH:64][CH:63]=1)=[O:59])[CH2:42][CH2:43][CH2:44][CH2:45][NH:46][C:47]([O:49][CH2:50][C:51]1[CH:57]=[CH:56][CH:55]=[CH:54][C:52]=1[Cl:53])=[O:48])=[O:39])[CH3:37])=[O:34])=[O:30])[CH2:12][CH2:13][CH2:14][NH:15][C:16](=[NH:28])[NH:17][S:18]([C:21]1[CH:27]=[CH:26][C:24]([CH3:25])=[CH:23][CH:22]=1)(=[O:20])=[O:19])=[O:9])[CH2:3][CH2:4][C:5](=[O:7])[NH2:6]. Given the reactants [NH:1](C(OC(C)(C)C)=O)[C@H:2]([C:8]([NH:10][C@H:11]([C:29]([N:31]1[CH2:70][CH2:69][CH2:68][C@H:32]1[C:33]([NH:35][C@H:36]([C:38]([NH:40][C@H:41]([C:58]([O:60][CH2:61][C:62]1[CH:67]=[CH:66][CH:65]=[CH:64][CH:63]=1)=[O:59])[CH2:42][CH2:43][CH2:44][CH2:45][NH:46][C:47]([O:49][CH2:50][C:51]1[CH:57]=[CH:56][CH:55]=[CH:54][C:52]=1[Cl:53])=[O:48])=[O:39])[CH3:37])=[O:34])=[O:30])[CH2:12][CH2:13][CH2:14][NH:15][C:16](=[NH:28])[NH:17][S:18]([C:21]1[CH:27]=[CH:26][C:24]([CH3:25])=[CH:23][CH:22]=1)(=[O:20])=[O:19])=[O:9])[CH2:3][CH2:4][C:5](=[O:7])[NH2:6].C(Cl)(Cl)[Cl:79].CO, predict the reaction product.